This data is from Full USPTO retrosynthesis dataset with 1.9M reactions from patents (1976-2016). The task is: Predict the reactants needed to synthesize the given product. (1) Given the product [OH:6][C@H:5]([CH2:4][OH:3])[CH2:7][O:8][C:9]1[CH:14]=[CH:13][C:12]([N:15]2[C:19]([CH3:21])([CH3:20])[C:18](=[O:22])[N:17]([C:23]3[CH:30]=[CH:29][C:26]([C:27]#[N:28])=[C:25]([C:31]([F:34])([F:32])[F:33])[CH:24]=3)[C:16]2=[S:35])=[CH:11][CH:10]=1, predict the reactants needed to synthesize it. The reactants are: CC1(C)[O:6][C@@H:5]([CH2:7][O:8][C:9]2[CH:14]=[CH:13][C:12]([N:15]3[C:19]([CH3:21])([CH3:20])[C:18](=[O:22])[N:17]([C:23]4[CH:30]=[CH:29][C:26]([C:27]#[N:28])=[C:25]([C:31]([F:34])([F:33])[F:32])[CH:24]=4)[C:16]3=[S:35])=[CH:11][CH:10]=2)[CH2:4][O:3]1.O. (2) Given the product [OH:1][C:2]1[C:3]2[O:21][N:20]=[C:19]([C:22]3[CH:23]=[CH:24][C:25]([O:28][CH3:29])=[CH:26][CH:27]=3)[C:4]=2[C:5]([C:13]2[CH:14]=[CH:15][CH:16]=[CH:17][CH:18]=2)=[N:6][C:7]=1[C:8]([NH:30][CH2:31][C:32]([OH:34])=[O:33])=[O:9], predict the reactants needed to synthesize it. The reactants are: [OH:1][C:2]1[C:3]2[O:21][N:20]=[C:19]([C:22]3[CH:27]=[CH:26][C:25]([O:28][CH3:29])=[CH:24][CH:23]=3)[C:4]=2[C:5]([C:13]2[CH:18]=[CH:17][CH:16]=[CH:15][CH:14]=2)=[N:6][C:7]=1[C:8](OCC)=[O:9].[NH2:30][CH2:31][C:32]([OH:34])=[O:33].C[O-].[Na+]. (3) Given the product [N:16]1[CH:17]=[CH:18][CH:19]=[C:14]([N:12]2[CH:13]=[C:9]([C:22]3[N:27]=[C:26]([NH2:28])[CH:25]=[CH:24][CH:23]=3)[CH:10]=[N:11]2)[CH:15]=1, predict the reactants needed to synthesize it. The reactants are: CC1(C)C(C)(C)OB([C:9]2[CH:10]=[N:11][N:12]([C:14]3[CH:15]=[N:16][CH:17]=[CH:18][CH:19]=3)[CH:13]=2)O1.Br[C:22]1[N:27]=[C:26]([NH2:28])[CH:25]=[CH:24][CH:23]=1. (4) Given the product [CH3:1][O:2][C:3](=[O:29])[CH2:4][C@H:5]1[C:9]2[CH:10]=[CH:11][C:12]([O:14][C@H:15]3[C:23]4[C:18](=[C:19]([CH2:36][N:32]5[CH2:33][CH:34]6[CH:30]([CH2:35]6)[CH2:31]5)[C:20]([C:24]([F:27])([F:26])[F:25])=[CH:21][CH:22]=4)[CH2:17][CH2:16]3)=[CH:13][C:8]=2[O:7][CH2:6]1, predict the reactants needed to synthesize it. The reactants are: [CH3:1][O:2][C:3](=[O:29])[CH2:4][C@H:5]1[C:9]2[CH:10]=[CH:11][C:12]([O:14][C@H:15]3[C:23]4[C:18](=[C:19](Br)[C:20]([C:24]([F:27])([F:26])[F:25])=[CH:21][CH:22]=4)[CH2:17][CH2:16]3)=[CH:13][C:8]=2[O:7][CH2:6]1.[CH:30]12[CH2:35][CH:34]1[CH2:33][NH+:32]([CH2:36][B-](F)(F)F)[CH2:31]2. (5) The reactants are: Cl.[Cl:2][C:3]1[CH:4]=[C:5](/[CH:19]=[CH:20]/[C:21]([NH:23][O:24]C2CCCCO2)=[O:22])[CH:6]=[N:7][C:8]=1[NH:9][CH2:10][CH2:11][O:12][C:13]1[CH:18]=[CH:17][CH:16]=[CH:15][CH:14]=1.CCOC(C)=O. Given the product [ClH:2].[Cl:2][C:3]1[CH:4]=[C:5](/[CH:19]=[CH:20]/[C:21]([NH:23][OH:24])=[O:22])[CH:6]=[N:7][C:8]=1[NH:9][CH2:10][CH2:11][O:12][C:13]1[CH:18]=[CH:17][CH:16]=[CH:15][CH:14]=1, predict the reactants needed to synthesize it. (6) Given the product [N+:1]([C:4]1[CH:12]=[CH:11][CH:10]=[C:9]2[C:5]=1[CH:6]=[N:7][N:8]2[CH2:14][CH2:15][CH3:16])([O-:3])=[O:2], predict the reactants needed to synthesize it. The reactants are: [N+:1]([C:4]1[CH:12]=[CH:11][CH:10]=[C:9]2[C:5]=1[CH:6]=[N:7][NH:8]2)([O-:3])=[O:2].I[CH2:14][CH2:15][CH3:16].C(N1C2C(=C([N+]([O-])=O)C=CC=2)C=N1)C.